This data is from Full USPTO retrosynthesis dataset with 1.9M reactions from patents (1976-2016). The task is: Predict the reactants needed to synthesize the given product. Given the product [F:23][C:20]1[CH:21]=[CH:22][C:17]([NH:16][C:4]([C:6]2[CH:11]=[C:10]([C:12]#[N:13])[CH:9]=[C:8]([CH2:14][OH:15])[N:7]=2)=[O:5])=[N:18][CH:19]=1, predict the reactants needed to synthesize it. The reactants are: C(O[C:4]([C:6]1[CH:11]=[C:10]([C:12]#[N:13])[CH:9]=[C:8]([CH2:14][OH:15])[N:7]=1)=[O:5])C.[NH2:16][C:17]1[CH:22]=[CH:21][C:20]([F:23])=[CH:19][N:18]=1.